From a dataset of Forward reaction prediction with 1.9M reactions from USPTO patents (1976-2016). Predict the product of the given reaction. (1) The product is: [Cl:17][C:14]1[CH:15]=[C:16]2[C:11](=[CH:12][CH:13]=1)[NH:10][C:9](=[O:18])[C:8]2=[CH:7][C:5]1[O:6][C:2]([C:46]2[CH:47]=[CH:33][CH:34]=[C:35]([O:36][CH2:37][CH2:38][N:39]3[CH2:40][CH2:41][O:42][CH2:43][CH2:44]3)[CH:45]=2)=[CH:3][CH:4]=1. Given the reactants Br[C:2]1[O:6][C:5]([CH:7]=[C:8]2[C:16]3[C:11](=[CH:12][CH:13]=[C:14]([Cl:17])[CH:15]=3)[NH:10][C:9]2=[O:18])=[CH:4][CH:3]=1.C([O-])([O-])=O.[Cs+].[Cs+].CC1(C)C(C)(C)OB([C:33]2[CH:34]=[C:35]([CH:45]=[CH:46][CH:47]=2)[O:36][CH2:37][CH2:38][N:39]2[CH2:44][CH2:43][O:42][CH2:41][CH2:40]2)O1, predict the reaction product. (2) Given the reactants [OH:1][C@@H:2]([C@H:4]1[C:34](=[O:35])[N:6]2[C:7]([C:21]([O:23]CC3C=CC([N+]([O-])=O)=CC=3)=[O:22])=[C:8]([C:11]3[S:15][C:14]4=[C:16]([S:19][CH3:20])[N:17]=[CH:18][N:13]4[CH:12]=3)[C@H:9]([CH3:10])[C@H:5]12)[CH3:3].[CH2:36]([N:38]([CH2:49][CH3:50])[C:39]([C:41]1[CH:48]=[CH:47][CH:46]=[CH:45][C:42]=1[CH2:43]Br)=[O:40])[CH3:37], predict the reaction product. The product is: [CH2:49]([N:38]([CH2:36][CH3:37])[C:39]([C:41]1[CH:48]=[CH:47][CH:46]=[CH:45][C:42]=1[CH2:43][N:17]1[C:16]([S:19][CH3:20])=[C:14]2[S:15][C:11]([C:8]3[C@H:9]([CH3:10])[C@@H:5]4[C@@H:4]([C@H:2]([OH:1])[CH3:3])[C:34](=[O:35])[N:6]4[C:7]=3[C:21]([O-:23])=[O:22])=[CH:12][N+:13]2=[CH:18]1)=[O:40])[CH3:50]. (3) Given the reactants [C:1]1([C:7]([C:31]2[CH:36]=[CH:35][CH:34]=[CH:33][CH:32]=2)([C:25]2[CH:30]=[CH:29][CH:28]=[CH:27][CH:26]=2)[N:8]2[CH:12]=[N:11][C:10]([S:13][CH2:14][CH2:15][O:16][C:17]3[CH:22]=[C:21]([C:23]#[N:24])[CH:20]=[CH:19][N:18]=3)=[N:9]2)[CH:6]=[CH:5][CH:4]=[CH:3][CH:2]=1.[H-].[Al+3].[Li+].[H-].[H-].[H-].O.[OH-].[Na+], predict the reaction product. The product is: [C:31]1([C:7]([C:1]2[CH:6]=[CH:5][CH:4]=[CH:3][CH:2]=2)([C:25]2[CH:26]=[CH:27][CH:28]=[CH:29][CH:30]=2)[N:8]2[CH:12]=[N:11][C:10]([S:13][CH2:14][CH2:15][O:16][C:17]3[CH:22]=[C:21]([CH2:23][NH2:24])[CH:20]=[CH:19][N:18]=3)=[N:9]2)[CH:36]=[CH:35][CH:34]=[CH:33][CH:32]=1. (4) Given the reactants Br[C:2]1[CH:11]=[CH:10][CH:9]=[C:8]2[C:3]=1[CH2:4][CH2:5][N:6]([C:12]([O:14][C:15]([CH3:18])([CH3:17])[CH3:16])=[O:13])[CH2:7]2.[CH3:19][O:20][C:21]([NH:23][C:24]1[CH:29]=[CH:28][C:27](B(O)O)=[CH:26][CH:25]=1)=[O:22].[O-]P([O-])([O-])=O.[K+].[K+].[K+].C1(P(C2CCCCC2)C2CCCCC2)CCCCC1, predict the reaction product. The product is: [CH3:19][O:20][C:21]([NH:23][C:24]1[CH:29]=[CH:28][C:27]([C:2]2[CH:11]=[CH:10][CH:9]=[C:8]3[C:3]=2[CH2:4][CH2:5][N:6]([C:12]([O:14][C:15]([CH3:18])([CH3:17])[CH3:16])=[O:13])[CH2:7]3)=[CH:26][CH:25]=1)=[O:22]. (5) Given the reactants I[C:2]1[CH:3]=[C:4]([C:12]2[S:13][C:14]([C:17]3[CH:22]=[CH:21][C:20]([Br:23])=[CH:19][C:18]=3[CH3:24])=[N:15][N:16]=2)[CH:5]=[CH:6][C:7]=1[O:8][CH:9]([CH3:11])[CH3:10].[CH3:25][N:26](C=O)C, predict the reaction product. The product is: [C:25]([C:2]1[CH:3]=[C:4]([C:12]2[S:13][C:14]([C:17]3[CH:22]=[CH:21][C:20]([Br:23])=[CH:19][C:18]=3[CH3:24])=[N:15][N:16]=2)[CH:5]=[CH:6][C:7]=1[O:8][CH:9]([CH3:11])[CH3:10])#[N:26]. (6) Given the reactants [Br:1][C:2]1[CH:19]=[CH:18][C:5]2[O:6][CH2:7][CH:8]([C:12]3[CH:17]=[CH:16][CH:15]=[CH:14][CH:13]=3)[CH2:9][C:10](=O)[C:4]=2[CH:3]=1.[C:20](=[N:26][Si](C)(C)C)=[N:21][Si](C)(C)C, predict the reaction product. The product is: [Br:1][C:2]1[CH:19]=[CH:18][C:5]2[O:6][CH2:7][CH:8]([C:12]3[CH:17]=[CH:16][CH:15]=[CH:14][CH:13]=3)[CH2:9][C:10](=[N:26][C:20]#[N:21])[C:4]=2[CH:3]=1. (7) Given the reactants [F:1][C:2]([F:15])([F:14])[O:3][C:4]1[CH:13]=[CH:12][C:7]2[N:8]=[C:9]([NH2:11])[S:10][C:6]=2[CH:5]=1.[F:16][C:17]([F:28])([F:27])[C:18]1[CH:19]=[C:20]([CH:24]=[CH:25][CH:26]=1)[C:21](Cl)=[O:22].Br[CH:30]([CH2:35][CH3:36])[C:31]([O:33]C)=[O:32].COC1C=CC2N=C(N)SC=2C=1.ClC1C=C(C=CC=1)C(Cl)=O.BrCC(OCC)=O, predict the reaction product. The product is: [F:15][C:2]([F:1])([F:14])[O:3][C:4]1[CH:13]=[CH:12][C:7]2[N:8]([CH:30]([CH2:35][CH3:36])[C:31]([OH:33])=[O:32])[C:9](=[N:11][C:21](=[O:22])[C:20]3[CH:24]=[CH:25][CH:26]=[C:18]([C:17]([F:28])([F:27])[F:16])[CH:19]=3)[S:10][C:6]=2[CH:5]=1. (8) Given the reactants [Si:1]([O:8][C@H:9]1[CH2:18][C:17]([CH3:20])([CH3:19])[CH2:16][C:15]2[N:14]=[C:13]([CH:21]([CH3:23])[CH3:22])[C:12]([C@@H:24]([C:26]3[S:27][C:28]([C:31]([F:34])([F:33])[F:32])=[CH:29][CH:30]=3)[OH:25])=[C:11]([C:35]3[CH2:39][CH2:38][CH2:37][CH:36]=3)[C:10]1=2)([C:4]([CH3:7])([CH3:6])[CH3:5])([CH3:3])[CH3:2].[I:40]I.C(=O)(O)[O-].[Na+], predict the reaction product. The product is: [Si:1]([O:8][C@H:9]1[CH2:18][C:17]([CH3:19])([CH3:20])[CH2:16][C:15]2[N:14]=[C:13]([CH:21]([CH3:23])[CH3:22])[C:12]3[C@@H:24]([C:26]4[S:27][C:28]([C:31]([F:32])([F:34])[F:33])=[CH:29][CH:30]=4)[O:25][C:35]4([CH2:39][CH2:38][CH2:37][CH:36]4[I:40])[C:11]=3[C:10]1=2)([C:4]([CH3:6])([CH3:7])[CH3:5])([CH3:2])[CH3:3]. (9) Given the reactants [OH:1][C:2]1[C:3]([C:16]([NH:18][C:19]2[C:28]3[C:23](=[CH:24][CH:25]=[CH:26][CH:27]=3)[CH:22]=[CH:21][CH:20]=2)=[O:17])=[CH:4][N:5]([CH2:9][C:10]2[CH:15]=[CH:14][CH:13]=[CH:12][CH:11]=2)[C:6](=[O:8])[CH:7]=1.OC1C([C:44]([OH:46])=[O:45])=CN(CC2C=CC=CC=2)C(=O)C=1.C(Cl)CCl.O.N1C2C(=NC=CC=2)N(O)N=1.C1(N)C2C(=CC=CC=2)C=CC=1.[CH3:73][N:74](C)[CH:75]=[O:76], predict the reaction product. The product is: [OH:1][C:2]1[C:3]([C:16]([NH:18][C:19]2[C:28]3[C:23](=[CH:24][CH:25]=[CH:26][CH:27]=3)[CH:22]=[CH:21][CH:20]=2)=[O:17])=[CH:4][N:5]([CH2:9][C:10]2[CH:15]=[CH:14][CH:13]=[CH:12][CH:11]=2)[C:6](=[O:8])[C:7]=1[C:75]([NH:74][CH2:73][C:44]([OH:46])=[O:45])=[O:76].